From a dataset of Full USPTO retrosynthesis dataset with 1.9M reactions from patents (1976-2016). Predict the reactants needed to synthesize the given product. (1) Given the product [NH:1]([C:13]([O:15][C:16]([CH3:19])([CH3:18])[CH3:17])=[O:14])[C@@H:2]([C:10]([OH:12])=[O:11])[CH2:3][C:4]1[CH:5]=[CH:6][CH2:7][N:8]([CH2:20][C:21]2[CH:26]=[CH:25][CH:24]=[CH:23][CH:22]=2)[CH:9]=1.[BrH:27], predict the reactants needed to synthesize it. The reactants are: [NH:1]([C:13]([O:15][C:16]([CH3:19])([CH3:18])[CH3:17])=[O:14])[C@@H:2]([C:10]([OH:12])=[O:11])[CH2:3][C:4]1[CH:9]=[N:8][CH:7]=[CH:6][CH:5]=1.[CH2:20]([Br:27])[C:21]1[CH:26]=[CH:25][CH:24]=[CH:23][CH:22]=1. (2) Given the product [Br:38][CH2:23][C:24]([N:26]1[CH2:31][CH2:30][O:29][CH2:28][CH2:27]1)=[O:25], predict the reactants needed to synthesize it. The reactants are: C(OC(C1C(O)=CC2C(=CC(O[CH2:23][C:24]([N:26]3[CH2:31][CH2:30][O:29][CH2:28][CH2:27]3)=[O:25])=CC=2)C=1)=O)C1C=CC=CC=1.N1CCOCC1.[Br:38]CC(Br)=O.C(N(CC)CC)C. (3) Given the product [CH2:1]([O:3][C:4](=[O:10])[C:5]([C:6](=[O:8])[CH3:7])([CH3:21])[CH2:9][CH:15]=[C:16]([CH3:18])[CH3:17])[CH3:2], predict the reactants needed to synthesize it. The reactants are: [CH2:1]([O:3][C:4](=[O:10])[CH:5]([CH3:9])[C:6](=[O:8])[CH3:7])[CH3:2].[H-].[Na+].BrC[CH:15]=[C:16]([CH3:18])[CH3:17].[Cl-].[NH4+].[CH3:21]N(C)C=O. (4) The reactants are: [CH3:1][O:2][C:3]1[CH:4]=[C:5]([NH:15][C:16]2[N:17]=[C:18]([CH2:26][CH2:27][CH:28]3[CH2:32][CH2:31][CH2:30][O:29]3)[C:19]3[CH2:25][NH:24][CH2:23][CH2:22][C:20]=3[N:21]=2)[CH:6]=[CH:7][C:8]=1[N:9]1[CH:13]=[C:12]([CH3:14])[N:11]=[CH:10]1.[C:33](OC(=O)C)(=[O:35])[CH3:34]. Given the product [CH3:1][O:2][C:3]1[CH:4]=[C:5]([NH:15][C:16]2[N:17]=[C:18]([CH2:26][CH2:27][CH:28]3[CH2:32][CH2:31][CH2:30][O:29]3)[C:19]3[CH2:25][N:24]([C:33](=[O:35])[CH3:34])[CH2:23][CH2:22][C:20]=3[N:21]=2)[CH:6]=[CH:7][C:8]=1[N:9]1[CH:13]=[C:12]([CH3:14])[N:11]=[CH:10]1, predict the reactants needed to synthesize it. (5) Given the product [CH2:25]1[C:33]2[C:28](=[CH:29][CH:30]=[CH:31][CH:32]=2)[CH2:27][N:26]1[C:6]1[N:5]=[C:4]([NH:15][C:16]2[CH:17]=[C:18]3[C:22](=[CH:23][CH:24]=2)[NH:21][N:20]=[CH:19]3)[C:3]([O:2][CH3:1])=[C:8]([O:9][CH3:10])[N:7]=1, predict the reactants needed to synthesize it. The reactants are: [CH3:1][O:2][C:3]1[C:4]([NH:15][C:16]2[CH:17]=[C:18]3[C:22](=[CH:23][CH:24]=2)[NH:21][N:20]=[CH:19]3)=[N:5][C:6](S(C)(=O)=O)=[N:7][C:8]=1[O:9][CH3:10].[CH2:25]1[C:33]2[C:28](=[CH:29][CH:30]=[CH:31][CH:32]=2)[CH2:27][NH:26]1. (6) Given the product [Cl:27][C:21]1[CH:20]=[C:19]([CH:24]=[CH:23][C:22]=1[O:25][CH3:26])[CH2:18][NH:17][C:16]1[C:15]2[C:10](=[CH:11][CH:12]=[C:13]([C:28]#[N:29])[CH:14]=2)[N:9]=[C:8]2[NH:1][CH2:2][CH2:3][NH:4][C:5](=[O:6])[C:7]=12, predict the reactants needed to synthesize it. The reactants are: [NH2:1][CH2:2][CH2:3][NH:4][C:5]([C:7]1[C:8](Cl)=[N:9][C:10]2[C:15]([C:16]=1[NH:17][CH2:18][C:19]1[CH:24]=[CH:23][C:22]([O:25][CH3:26])=[C:21]([Cl:27])[CH:20]=1)=[CH:14][C:13]([C:28]#[N:29])=[CH:12][CH:11]=2)=[O:6].CO. (7) Given the product [F:1][C:2]1[C:20]([C:30]2[CH:31]=[C:32]3[C:27](=[CH:28][CH:29]=2)[N:26]=[C:25]([NH:24][CH3:23])[N:34]=[CH:33]3)=[C:19]([CH3:22])[CH:18]=[CH:17][C:3]=1[C:4]([NH:6][C:7]1[CH:12]=[CH:11][CH:10]=[C:9]([O:13][CH:14]([CH3:16])[CH3:15])[CH:8]=1)=[O:5], predict the reactants needed to synthesize it. The reactants are: [F:1][C:2]1[C:20](I)=[C:19]([CH3:22])[CH:18]=[CH:17][C:3]=1[C:4]([NH:6][C:7]1[CH:12]=[CH:11][CH:10]=[C:9]([O:13][CH:14]([CH3:16])[CH3:15])[CH:8]=1)=[O:5].[CH3:23][NH:24][C:25]1[N:34]=[CH:33][C:32]2[C:27](=[CH:28][CH:29]=[C:30](B3OC(C)(C)C(C)(C)O3)[CH:31]=2)[N:26]=1.C(=O)([O-])[O-].[Na+].[Na+]. (8) Given the product [CH3:16][CH:15]([CH3:17])[CH2:14][CH2:13][NH:12][N:8]1[CH:9]=[CH:10][CH:11]=[C:7]1[C:5]([OH:6])=[O:4], predict the reactants needed to synthesize it. The reactants are: C([O:4][C:5]([C:7]1[N:8]([NH:12][CH2:13][CH2:14][CH:15]([CH3:17])[CH3:16])[CH:9]=[CH:10][CH:11]=1)=[O:6])C=C.Cl.C(ON)C1C=CC=CC=1. (9) Given the product [CH2:40]([O:39][C:16]1[C:15]([NH:14][S:2]([NH:5][C:6](=[O:7])[O:12][C:8]([CH3:11])([CH3:10])[CH3:9])(=[O:4])=[O:3])=[C:24]2[C:19]([C:20]([C:25](=[O:26])[C:27]3[CH:32]=[C:31]([O:33][CH3:34])[C:30]([O:35][CH3:36])=[C:29]([O:37][CH3:38])[CH:28]=3)=[CH:21][N:22]=[CH:23]2)=[CH:18][CH:17]=1)[CH3:41], predict the reactants needed to synthesize it. The reactants are: Cl[S:2]([N:5]=[C:6]=[O:7])(=[O:4])=[O:3].[C:8]([OH:12])([CH3:11])([CH3:10])[CH3:9].Cl.[NH2:14][C:15]1[C:16]([O:39][CH2:40][CH3:41])=[CH:17][CH:18]=[C:19]2[C:24]=1[CH:23]=[N:22][CH:21]=[C:20]2[C:25]([C:27]1[CH:32]=[C:31]([O:33][CH3:34])[C:30]([O:35][CH3:36])=[C:29]([O:37][CH3:38])[CH:28]=1)=[O:26].CCN(CC)CC. (10) Given the product [C:12]1([S:18]([N:3]2[CH2:4][CH2:5][S:1][CH:2]2[CH2:6][C:7]([O:9][CH2:10][CH3:11])=[O:8])(=[O:20])=[O:19])[CH:17]=[CH:16][CH:15]=[CH:14][CH:13]=1, predict the reactants needed to synthesize it. The reactants are: [S:1]1[CH2:5][CH2:4][NH:3][CH:2]1[CH2:6][C:7]([O:9][CH2:10][CH3:11])=[O:8].[C:12]1([S:18](Cl)(=[O:20])=[O:19])[CH:17]=[CH:16][CH:15]=[CH:14][CH:13]=1.